Dataset: Full USPTO retrosynthesis dataset with 1.9M reactions from patents (1976-2016). Task: Predict the reactants needed to synthesize the given product. (1) Given the product [C:1]([O:5][C:6]([NH:8][C@:9]([CH3:36])([CH2:15][CH2:16][CH2:17][C:18]1[CH:23]=[CH:22][C:21]([O:24][C:25]2[CH:30]=[CH:29][CH:28]=[C:27]([C:31]([F:32])([F:33])[F:34])[CH:26]=2)=[CH:20][C:19]=1[Cl:35])[CH2:10][OH:11])=[O:7])([CH3:4])([CH3:2])[CH3:3], predict the reactants needed to synthesize it. The reactants are: [C:1]([O:5][C:6]([NH:8][C@:9]([CH3:36])([CH2:15][CH2:16][CH2:17][C:18]1[CH:23]=[CH:22][C:21]([O:24][C:25]2[CH:30]=[CH:29][CH:28]=[C:27]([C:31]([F:34])([F:33])[F:32])[CH:26]=2)=[CH:20][C:19]=1[Cl:35])[C:10](OCC)=[O:11])=[O:7])([CH3:4])([CH3:3])[CH3:2].[BH4-].[Li+].C(O)C.C(O)(=O)CC(CC(O)=O)(C(O)=O)O. (2) Given the product [CH3:21][O:20][CH2:19][CH2:18][CH2:17][C:8]1[CH:7]=[C:6]([CH:11]=[C:10]([CH2:12][CH2:13][CH2:14][O:15][CH3:16])[CH:9]=1)[CH2:5][NH:4][CH:1]1[CH2:2][CH2:3]1, predict the reactants needed to synthesize it. The reactants are: [CH:1]1([NH:4][C:5](=O)[C:6]2[CH:11]=[C:10]([CH2:12][CH2:13][CH2:14][O:15][CH3:16])[CH:9]=[C:8]([CH2:17][CH2:18][CH2:19][O:20][CH3:21])[CH:7]=2)[CH2:3][CH2:2]1.B.CSC. (3) Given the product [N:21]1([C:20]2[CH:19]=[CH:31][C:23]([CH2:37][CH:13]3[C:14](=[O:16])[O:15][C:10]([CH3:18])([CH3:9])[O:11][C:12]3=[O:17])=[CH:24][CH:25]=2)[CH:22]=[CH:36][CH:2]=[N:1]1, predict the reactants needed to synthesize it. The reactants are: [NH:1]1CCC[C@H:2]1C(O)=O.[CH3:9][C:10]1([CH3:18])[O:15][C:14](=[O:16])[CH2:13][C:12](=[O:17])[O:11]1.[CH3:19][C:20]1[NH:21][C:22]([CH3:36])=[C:23]([C:31](OCC)=O)[CH2:24][C:25]=1C(OCC)=O.[CH:37](O)(C)C. (4) Given the product [ClH:12].[NH2:13][CH2:14][C:15](=[O:21])[CH2:16][CH2:17][C:18]([O:11][CH2:10][CH2:9][CH2:8][CH2:7][C:1]1[CH:6]=[CH:5][CH:4]=[CH:3][CH:2]=1)=[O:19], predict the reactants needed to synthesize it. The reactants are: [C:1]1([CH2:7][CH2:8][CH2:9][CH2:10][OH:11])[CH:6]=[CH:5][CH:4]=[CH:3][CH:2]=1.[ClH:12].[NH2:13][CH2:14][C:15](=[O:21])[CH2:16][CH2:17][C:18](O)=[O:19].